Task: Predict which catalyst facilitates the given reaction.. Dataset: Catalyst prediction with 721,799 reactions and 888 catalyst types from USPTO (1) Reactant: [CH3:1][C:2]([O:4][C:5]([CH3:7])=O)=[O:3].[N+:8]([C:11]1[CH:12]=[CH:13][C:14]([O:17][C:18]2[CH:19]=[C:20]3[C:25](=[CH:26][CH:27]=2)[O:24][CH:23]([C:28]2[CH:33]=[CH:32][CH:31]=[CH:30][CH:29]=2)CC3O)=[N:15][CH:16]=1)([O-:10])=[O:9]. The catalyst class is: 17. Product: [N+:8]([C:11]1[CH:12]=[CH:13][C:14]([O:17][C:18]2[CH:27]=[C:26]3[C:25](=[CH:20][CH:19]=2)[O:24][CH:23]([C:28]2[CH:29]=[CH:30][CH:31]=[CH:32][CH:33]=2)[CH2:7][CH:5]3[O:4][C:2](=[O:3])[CH3:1])=[N:15][CH:16]=1)([O-:10])=[O:9]. (2) Reactant: [N:1]12[CH2:8][CH2:7][C:4]([O:9][C:10](=[O:36])[NH:11][C:12]3[CH:17]=[C:16](/[CH:18]=[CH:19]/[CH2:20][N:21]([C:23]([O:25][C:26]([CH3:29])([CH3:28])[CH3:27])=[O:24])[CH3:22])[CH:15]=[CH:14][C:13]=3[C:30]3[CH:35]=[CH:34][CH:33]=[CH:32][CH:31]=3)([CH2:5][CH2:6]1)[CH2:3][CH2:2]2.[H][H]. Product: [N:1]12[CH2:6][CH2:5][C:4]([O:9][C:10](=[O:36])[NH:11][C:12]3[CH:17]=[C:16]([CH2:18][CH2:19][CH2:20][N:21]([C:23]([O:25][C:26]([CH3:28])([CH3:29])[CH3:27])=[O:24])[CH3:22])[CH:15]=[CH:14][C:13]=3[C:30]3[CH:31]=[CH:32][CH:33]=[CH:34][CH:35]=3)([CH2:7][CH2:8]1)[CH2:3][CH2:2]2. The catalyst class is: 285. (3) Reactant: C[O:2][C:3]1[C:12]2[C:7](=[CH:8][CH:9]=[CH:10][CH:11]=2)[C:6]([C:13]2[CH:22]=[CH:21][C:20]3[C:15](=[CH:16][CH:17]=[CH:18][CH:19]=3)[CH:14]=2)=[CH:5][CH:4]=1.Br.C(O)(=O)C. Product: [CH:14]1[C:15]2[C:20](=[CH:19][CH:18]=[CH:17][CH:16]=2)[CH:21]=[CH:22][C:13]=1[C:6]1[C:7]2[C:12](=[CH:11][CH:10]=[CH:9][CH:8]=2)[C:3]([OH:2])=[CH:4][CH:5]=1. The catalyst class is: 6. (4) Reactant: O.[NH2:2][C:3]1[CH:4]=[C:5]([B:9]([OH:11])[OH:10])[CH:6]=[CH:7][CH:8]=1.OC(C(O)(C)C)(C)C.B(O)O. Product: [NH2:2][C:3]1[CH:4]=[C:5]([B:9]([OH:11])[OH:10])[CH:6]=[CH:7][CH:8]=1. The catalyst class is: 2.